This data is from Aqueous solubility values for 9,982 compounds from the AqSolDB database. The task is: Regression/Classification. Given a drug SMILES string, predict its absorption, distribution, metabolism, or excretion properties. Task type varies by dataset: regression for continuous measurements (e.g., permeability, clearance, half-life) or binary classification for categorical outcomes (e.g., BBB penetration, CYP inhibition). For this dataset (solubility_aqsoldb), we predict Y. (1) The molecule is O=[N+]([O-])c1cccc(N=C=S)c1. The Y is -3.55 log mol/L. (2) The compound is NC(N)=NCCC[C@H](N)C(=O)O.[Cl-].[H+]. The Y is 0.540 log mol/L. (3) The compound is CCCOC(N)=O. The Y is -0.130 log mol/L. (4) The drug is CN1CCN(C2=Nc3ccccc3Oc3ccc(Cl)cc32)CC1. The Y is -4.42 log mol/L. (5) The compound is O=[N+]([O-])c1ccc(O)c([N+](=O)[O-])c1. The Y is -2.60 log mol/L. (6) The compound is Clc1ccccc1-c1cc(Cl)c(Cl)c(Cl)c1Cl. The Y is -7.52 log mol/L.